From a dataset of Peptide-MHC class I binding affinity with 185,985 pairs from IEDB/IMGT. Regression. Given a peptide amino acid sequence and an MHC pseudo amino acid sequence, predict their binding affinity value. This is MHC class I binding data. (1) The peptide sequence is RDVLGTFDT. The MHC is HLA-B18:01 with pseudo-sequence HLA-B18:01. The binding affinity (normalized) is 0. (2) The MHC is HLA-E01:03 with pseudo-sequence HLA-E01:03. The peptide sequence is GMNVTAPAL. The binding affinity (normalized) is 0.169. (3) The peptide sequence is FSNTILLSDK. The MHC is HLA-A33:01 with pseudo-sequence HLA-A33:01. The binding affinity (normalized) is 0. (4) The peptide sequence is EAVRHFPRI. The MHC is HLA-A02:06 with pseudo-sequence HLA-A02:06. The binding affinity (normalized) is 0. (5) The peptide sequence is ETSFIRNCA. The MHC is HLA-A01:01 with pseudo-sequence HLA-A01:01. The binding affinity (normalized) is 0.171. (6) The peptide sequence is KSLFNTVATLY. The MHC is HLA-A26:02 with pseudo-sequence HLA-A26:02. The binding affinity (normalized) is 0.0847. (7) The peptide sequence is LMGHFSWWTA. The MHC is HLA-A02:03 with pseudo-sequence HLA-A02:03. The binding affinity (normalized) is 0.547. (8) The peptide sequence is NIISYIILFI. The MHC is HLA-A02:02 with pseudo-sequence HLA-A02:02. The binding affinity (normalized) is 0.555. (9) The peptide sequence is FNSFLTHAL. The MHC is HLA-A02:06 with pseudo-sequence HLA-A02:06. The binding affinity (normalized) is 0.156.